Dataset: Forward reaction prediction with 1.9M reactions from USPTO patents (1976-2016). Task: Predict the product of the given reaction. Given the reactants [F:1][C:2]([F:25])([F:24])[C:3]1[CH:4]=[CH:5][C:6]2[C:10]([N:11]3[CH2:16][CH2:15][N:14]([CH2:17][C@@H:18]4[CH2:20][C@H:19]4[CH2:21][OH:22])[CH2:13][CH2:12]3)=[CH:9][S:8][C:7]=2[CH:23]=1.CCN(CC)CC.[CH3:33][S:34](Cl)(=[O:36])=[O:35].C([O-])([O-])=O.[K+].[K+], predict the reaction product. The product is: [F:25][C:2]([F:24])([F:1])[C:3]1[CH:4]=[CH:5][C:6]2[C:10]([N:11]3[CH2:16][CH2:15][N:14]([CH2:17][C@@H:18]4[CH2:20][C@H:19]4[CH2:21][O:22][S:34]([CH3:33])(=[O:36])=[O:35])[CH2:13][CH2:12]3)=[CH:9][S:8][C:7]=2[CH:23]=1.